From a dataset of Reaction yield outcomes from USPTO patents with 853,638 reactions. Predict the reaction yield, written as a fraction of the theoretical maximum amount of product (1.0 means a 100% yield; for example, 0.34 means a 34% yield). (1) The reactants are [N:1]([CH:4]([O:16][CH2:17][CH2:18][O:19][CH2:20][C:21]([O:23][CH2:24][CH3:25])=[O:22])[CH2:5][O:6][C:7]1[CH:8]=[C:9]([CH:13]=[CH:14][CH:15]=1)[C:10]([OH:12])=O)=[N+:2]=[N-:3].C1C(=O)N(OC(ON2C(=O)CCC2=O)=O)C(=O)C1.FC(F)(F)C(O)=O.[NH2:51][CH2:52][CH2:53][NH:54][C:55](=[O:60])[C:56]([F:59])([F:58])[F:57].C(N(C(C)C)CC)(C)C. The catalyst is CN(C1C=CN=CC=1)C.CN(C=O)C. The product is [CH2:24]([O:23][C:21](=[O:22])[CH2:20][O:19][CH2:18][CH2:17][O:16][CH:4]([N:1]=[N+:2]=[N-:3])[CH2:5][O:6][C:7]1[CH:15]=[CH:14][CH:13]=[C:9]([C:10](=[O:12])[NH:51][CH2:52][CH2:53][NH:54][C:55](=[O:60])[C:56]([F:59])([F:58])[F:57])[CH:8]=1)[CH3:25]. The yield is 0.866. (2) The reactants are [CH3:1][N:2]([CH3:6])[CH2:3][CH2:4][OH:5].[H-].[Na+].[Cl:9][C:10]1[CH:35]=[CH:34][CH:33]=[CH:32][C:11]=1[C:12]([NH:14][C:15](=[O:31])[NH:16][C:17]1[S:18][C:19]2[CH:25]=[C:24]([S:26]([CH:29]=[CH2:30])(=[O:28])=[O:27])[CH:23]=[CH:22][C:20]=2[N:21]=1)=[O:13]. The catalyst is C1COCC1. The product is [Cl:9][C:10]1[CH:35]=[CH:34][CH:33]=[CH:32][C:11]=1[C:12]([NH:14][C:15](=[O:31])[NH:16][C:17]1[S:18][C:19]2[CH:25]=[C:24]([S:26]([CH2:29][CH2:30][O:5][CH2:4][CH2:3][N:2]([CH3:6])[CH3:1])(=[O:28])=[O:27])[CH:23]=[CH:22][C:20]=2[N:21]=1)=[O:13]. The yield is 0.290. (3) The reactants are O1CCOCC1.C(=O)([O-])[O-].[Na+].[Na+].[CH3:13][C:14]1[C:22]2[C:17](=[CH:18][CH:19]=[C:20](B3OC(C)(C)C(C)(C)O3)[CH:21]=2)[NH:16][N:15]=1.Br[C:33]1[S:37][C:36]([N:38]([CH2:42][C@@H:43]([N:51]2C(=O)C3C(=CC=CC=3)C2=O)[CH2:44][C:45]2[CH:50]=[CH:49][CH:48]=[CH:47][CH:46]=2)C(=O)C)=[N:35][CH:34]=1. The catalyst is C1C=CC([P]([Pd]([P](C2C=CC=CC=2)(C2C=CC=CC=2)C2C=CC=CC=2)([P](C2C=CC=CC=2)(C2C=CC=CC=2)C2C=CC=CC=2)[P](C2C=CC=CC=2)(C2C=CC=CC=2)C2C=CC=CC=2)(C2C=CC=CC=2)C2C=CC=CC=2)=CC=1.O. The product is [NH2:51][C@@H:43]([CH2:44][C:45]1[CH:50]=[CH:49][CH:48]=[CH:47][CH:46]=1)[CH2:42][NH:38][C:36]1[S:37][C:33]([C:20]2[CH:21]=[C:22]3[C:17](=[CH:18][CH:19]=2)[NH:16][N:15]=[C:14]3[CH3:13])=[CH:34][N:35]=1. The yield is 0.266. (4) The reactants are [Cl:1][C:2]1[C:19]([F:20])=[CH:18][CH:17]=[C:16]([F:21])[C:3]=1[CH2:4][N:5]1[CH2:10][CH2:9][NH:8][C:7]2[N:11]=[CH:12][C:13](I)=[CH:14][C:6]1=2.CC1(C)C(C)(C)OB([C:30]2[CH:31]=[CH:32][C:33]([NH2:36])=[N:34][CH:35]=2)O1. No catalyst specified. The product is [Cl:1][C:2]1[C:19]([F:20])=[CH:18][CH:17]=[C:16]([F:21])[C:3]=1[CH2:4][N:5]1[CH2:10][CH2:9][NH:8][C:7]2[N:11]=[CH:12][C:13]([C:30]3[CH:31]=[CH:32][C:33]([NH2:36])=[N:34][CH:35]=3)=[CH:14][C:6]1=2. The yield is 0.520. (5) The reactants are [C:1]([C:3]1[CH:8]=[CH:7][C:6]([CH2:9][CH2:10][CH2:11][CH2:12][CH2:13][CH2:14][CH2:15][CH3:16])=[CH:5][CH:4]=1)#[CH:2].C1CCCCC1.[CH3:23][C:24]1([CH3:31])[O:29][CH2:28][C:27](=[O:30])[CH2:26][O:25]1. The catalyst is C1COCC1.CCOCC. The product is [CH3:23][C:24]1([CH3:31])[O:29][CH2:28][C:27]([C:2]#[C:1][C:3]2[CH:8]=[CH:7][C:6]([CH2:9][CH2:10][CH2:11][CH2:12][CH2:13][CH2:14][CH2:15][CH3:16])=[CH:5][CH:4]=2)([OH:30])[CH2:26][O:25]1. The yield is 0.630. (6) The reactants are [NH2:1][C:2]1[C:3]2[C:10](I)=[CH:9][N:8]([C@@H:12]3[CH2:17][CH2:16][CH2:15][N:14]([C:18]([O:20][C:21]([CH3:24])([CH3:23])[CH3:22])=[O:19])[CH2:13]3)[C:4]=2[N:5]=[CH:6][N:7]=1.[O:25]([C:32]1[CH:37]=[CH:36][C:35](B(O)O)=[CH:34][CH:33]=1)[C:26]1[CH:31]=[CH:30][CH:29]=[CH:28][CH:27]=1.C([O-])([O-])=O.[Na+].[Na+]. The catalyst is O1CCOCC1.O.C1C=CC([P]([Pd]([P](C2C=CC=CC=2)(C2C=CC=CC=2)C2C=CC=CC=2)([P](C2C=CC=CC=2)(C2C=CC=CC=2)C2C=CC=CC=2)[P](C2C=CC=CC=2)(C2C=CC=CC=2)C2C=CC=CC=2)(C2C=CC=CC=2)C2C=CC=CC=2)=CC=1. The product is [NH2:1][C:2]1[C:3]2[C:10]([C:35]3[CH:36]=[CH:37][C:32]([O:25][C:26]4[CH:31]=[CH:30][CH:29]=[CH:28][CH:27]=4)=[CH:33][CH:34]=3)=[CH:9][N:8]([C@@H:12]3[CH2:17][CH2:16][CH2:15][N:14]([C:18]([O:20][C:21]([CH3:24])([CH3:23])[CH3:22])=[O:19])[CH2:13]3)[C:4]=2[N:5]=[CH:6][N:7]=1. The yield is 0.550. (7) The reactants are Br[CH2:2][CH2:3][CH2:4][CH3:5].C(=O)([O-])[O-].[K+].[K+].[CH2:12]([O:19][C:20]1[CH:25]=[CH:24][NH:23][C:22](=[O:26])[CH:21]=1)[C:13]1[CH:18]=[CH:17][CH:16]=[CH:15][CH:14]=1. The catalyst is CC#N. The product is [CH2:12]([O:19][C:20]1[CH:25]=[CH:24][N:23]([CH2:2][CH2:3][CH2:4][CH3:5])[C:22](=[O:26])[CH:21]=1)[C:13]1[CH:14]=[CH:15][CH:16]=[CH:17][CH:18]=1. The yield is 0.980. (8) The reactants are [NH:1]1[CH2:6][CH2:5][O:4][CH2:3][C@H:2]1[CH2:7][OH:8].[Cl:9][CH2:10][CH:11]1[CH2:13]O1. No catalyst specified. The product is [Cl:9][CH2:10][CH:11]1[O:8][CH2:7][CH:2]2[CH2:3][O:4][CH2:5][CH2:6][N:1]2[CH2:13]1. The yield is 0.350.